From a dataset of Full USPTO retrosynthesis dataset with 1.9M reactions from patents (1976-2016). Predict the reactants needed to synthesize the given product. (1) Given the product [C:11]([N:10]=[C:13]([NH2:14])[NH:5][C:4]1[CH:6]=[CH:7][CH:8]=[CH:9][C:3]=1[O:2][CH3:1])#[N:12], predict the reactants needed to synthesize it. The reactants are: [CH3:1][O:2][C:3]1[CH:9]=[CH:8][CH:7]=[CH:6][C:4]=1[NH2:5].[N-:10]([C:13]#[N:14])[C:11]#[N:12].[Na+]. (2) Given the product [C:1]1([CH:7]2[CH2:8][N:9]([C:13](=[O:17])[CH2:14][CH2:15][CH3:16])[CH2:10][CH2:11][O:12]2)[CH:2]=[CH:3][CH:4]=[CH:5][CH:6]=1, predict the reactants needed to synthesize it. The reactants are: [C:1]1([CH:7]2[O:12][CH2:11][CH2:10][NH:9][CH2:8]2)[CH:6]=[CH:5][CH:4]=[CH:3][CH:2]=1.[C:13](Cl)(=[O:17])[CH2:14][CH2:15][CH3:16].C(N(CC)CC)C. (3) The reactants are: [CH2:1]([O:3][C:4](=[O:13])[C:5]1[CH:10]=[CH:9][C:8]([OH:11])=[C:7](I)[CH:6]=1)[CH3:2].[C:14]([Cu])#[N:15]. Given the product [CH2:1]([O:3][C:4](=[O:13])[C:5]1[CH:10]=[CH:9][C:8]([OH:11])=[C:7]([C:14]#[N:15])[CH:6]=1)[CH3:2], predict the reactants needed to synthesize it. (4) Given the product [CH2:1]([O:3][C:4](=[O:18])[C:5]1[CH:10]=[C:9]([CH3:11])[CH:8]=[C:7]([C:12]2[CH2:16][CH2:15][CH2:14][C:13]=2[C:22]2[CH:21]=[C:20]([Cl:19])[CH:25]=[CH:24][C:23]=2[O:29][CH2:30][C:31]2[CH:36]=[CH:35][C:34]([F:37])=[CH:33][CH:32]=2)[CH:6]=1)[CH3:2], predict the reactants needed to synthesize it. The reactants are: [CH2:1]([O:3][C:4](=[O:18])[C:5]1[CH:10]=[C:9]([CH3:11])[CH:8]=[C:7]([C:12]2[CH2:16][CH2:15][CH2:14][C:13]=2Br)[CH:6]=1)[CH3:2].[Cl:19][C:20]1[CH:21]=[CH:22][C:23]([O:29][CH2:30][C:31]2[CH:36]=[CH:35][C:34]([F:37])=[CH:33][CH:32]=2)=[C:24](B(O)O)[CH:25]=1. (5) Given the product [CH2:23]([O:25][C:26](=[O:34])[C:27]1[CH:32]=[CH:31][CH:30]=[C:29]([N:33]2[C:11]([CH3:12])=[CH:10][CH:9]=[C:8]2[C:6]2[CH:7]=[C:2]([Cl:1])[CH:3]=[CH:4][C:5]=2[O:15][CH2:16][C:17]2[CH:22]=[CH:21][CH:20]=[CH:19][CH:18]=2)[CH:28]=1)[CH3:24], predict the reactants needed to synthesize it. The reactants are: [Cl:1][C:2]1[CH:3]=[CH:4][C:5]([O:15][CH2:16][C:17]2[CH:22]=[CH:21][CH:20]=[CH:19][CH:18]=2)=[C:6]([C:8](=O)[CH2:9][CH2:10][C:11](=O)[CH3:12])[CH:7]=1.[CH2:23]([O:25][C:26](=[O:34])[C:27]1[CH:32]=[CH:31][CH:30]=[C:29]([NH2:33])[CH:28]=1)[CH3:24].CC1C=CC(S(O)(=O)=O)=CC=1.